Dataset: Forward reaction prediction with 1.9M reactions from USPTO patents (1976-2016). Task: Predict the product of the given reaction. (1) The product is: [F:19][C:20]1[CH:25]=[CH:24][C:23]([S:26][CH:10]=[CH:9][C:8](=[N:7][C:1]2[CH:6]=[CH:5][CH:4]=[CH:3][CH:2]=2)[S:11][CH2:12][CH:13]2[CH2:18][CH2:17][CH2:16][CH2:15][CH2:14]2)=[CH:22][CH:21]=1. Given the reactants [C:1]1([N:7]=[C:8]([S:11][CH2:12][CH:13]2[CH2:18][CH2:17][CH2:16][CH2:15][CH2:14]2)[C:9]#[CH:10])[CH:6]=[CH:5][CH:4]=[CH:3][CH:2]=1.[F:19][C:20]1[CH:25]=[CH:24][C:23]([SH:26])=[CH:22][CH:21]=1, predict the reaction product. (2) The product is: [C:1]([O:5][C:6]([NH:8][C:9]1[S:13][C:12]([C:14]2[C:15]([F:21])=[CH:16][CH:17]=[CH:18][C:19]=2[F:20])=[N:11][C:10]=1[C:22]([NH:25][C:26]1[C:27]([N:35]2[CH2:40][CH2:39][CH2:38][C@H:37]([NH:41][C:42](=[O:48])[O:43][C:44]([CH3:46])([CH3:45])[CH3:47])[CH2:36]2)=[C:28]2[CH2:34][CH2:33][O:32][C:29]2=[N:30][CH:31]=1)=[O:24])=[O:7])([CH3:4])([CH3:2])[CH3:3]. Given the reactants [C:1]([O:5][C:6]([NH:8][C:9]1[S:13][C:12]([C:14]2[C:19]([F:20])=[CH:18][CH:17]=[CH:16][C:15]=2[F:21])=[N:11][C:10]=1[C:22]([OH:24])=O)=[O:7])([CH3:4])([CH3:3])[CH3:2].[NH2:25][C:26]1[C:27]([N:35]2[CH2:40][CH2:39][CH2:38][C@H:37]([NH:41][C:42](=[O:48])[O:43][C:44]([CH3:47])([CH3:46])[CH3:45])[CH2:36]2)=[C:28]2[CH2:34][CH2:33][O:32][C:29]2=[N:30][CH:31]=1.CN(C(ON1N=NC2C=CC=NC1=2)=[N+](C)C)C.F[P-](F)(F)(F)(F)F.CCN(C(C)C)C(C)C, predict the reaction product. (3) Given the reactants [C:1]1([CH:7]([C:13]2[CH:18]=[CH:17][CH:16]=[CH:15][CH:14]=2)[N:8]2[CH2:11][CH:10]([OH:12])[CH2:9]2)[CH:6]=[CH:5][CH:4]=[CH:3][CH:2]=1.C(N(CC)CC)C.O.C(OCC)(=O)C, predict the reaction product. The product is: [CH:7]([N:8]1[CH2:11][C:10](=[O:12])[CH2:9]1)([C:13]1[CH:18]=[CH:17][CH:16]=[CH:15][CH:14]=1)[C:1]1[CH:2]=[CH:3][CH:4]=[CH:5][CH:6]=1. (4) Given the reactants [CH3:1][O:2][C:3]1[C:8]2[S:9][C:10]([C:12]([F:15])([F:14])[F:13])=[CH:11][C:7]=2[C:6]([C:16](=O)[C:17]([CH3:23])([CH3:22])[C:18](OC)=[O:19])=[CH:5][CH:4]=1.O.[NH2:26][NH2:27], predict the reaction product. The product is: [CH3:1][O:2][C:3]1[C:8]2[S:9][C:10]([C:12]([F:15])([F:14])[F:13])=[CH:11][C:7]=2[C:6]([C:16]2[C:17]([CH3:23])([CH3:22])[C:18](=[O:19])[NH:27][N:26]=2)=[CH:5][CH:4]=1. (5) Given the reactants [O:1]1[CH:6]([C:7]([N:9]2[CH2:14][CH2:13][N:12]([C:15]3[CH:22]=[CH:21][C:20]([F:23])=[CH:19][C:16]=3[CH:17]=[O:18])[CH2:11][CH2:10]2)=O)[CH2:5][O:4][C:3]2[CH:24]=[CH:25][CH:26]=[CH:27][C:2]1=2.[H-].[H-].[H-].[H-].[Li+].[Al+3], predict the reaction product. The product is: [O:1]1[CH:6]([CH2:7][N:9]2[CH2:10][CH2:11][N:12]([C:15]3[CH:22]=[CH:21][C:20]([F:23])=[CH:19][C:16]=3[CH2:17][OH:18])[CH2:13][CH2:14]2)[CH2:5][O:4][C:3]2[CH:24]=[CH:25][CH:26]=[CH:27][C:2]1=2. (6) The product is: [CH2:1]([O:8][NH:9][C@H:10]1[CH2:15][N:14]([C:16]([O:18][C:19]([CH3:21])([CH3:22])[CH3:20])=[O:17])[C@H:13]([C:23]([O:25][C:39]2[CH:44]=[CH:43][CH:42]=[CH:41][N:40]=2)=[O:24])[CH2:12][CH2:11]1)[C:2]1[CH:3]=[CH:4][CH:5]=[CH:6][CH:7]=1. Given the reactants [CH2:1]([O:8][NH:9][C@H:10]1[CH2:15][N:14]([C:16]([O:18][C:19]([CH3:22])([CH3:21])[CH3:20])=[O:17])[C@H:13]([C:23]([OH:25])=[O:24])[CH2:12][CH2:11]1)[C:2]1[CH:7]=[CH:6][CH:5]=[CH:4][CH:3]=1.Cl.C(N=C=NCCCN(C)C)C.O[C:39]1[CH:44]=[CH:43][CH:42]=[CH:41][N:40]=1, predict the reaction product. (7) Given the reactants Cl[C:2]1[C:3]([NH2:9])=[N:4][CH:5]=[N:6][C:7]=1Cl.[O:10]([C:17]1[CH:22]=[CH:21][C:20](B(O)O)=[CH:19][CH:18]=1)[C:11]1[CH:16]=[CH:15][CH:14]=[CH:13][CH:12]=1.[NH2:26][CH:27]1[CH2:30][C:29]2([CH2:34][CH2:33][N:32]([C:35]([O:37]C(C)(C)C)=O)[CH2:31]2)[CH2:28]1.Cl.[CH3:43][N:44]([CH3:51])[CH2:45]/[CH:46]=[CH:47]/C(O)=O, predict the reaction product. The product is: [NH2:9][C:3]1[N:4]=[CH:5][N:6]=[C:7]([NH:26][CH:27]2[CH2:28][C:29]3([CH2:34][CH2:33][N:32]([C:35](=[O:37])/[CH:47]=[CH:46]/[CH2:45][N:44]([CH3:51])[CH3:43])[CH2:31]3)[CH2:30]2)[C:2]=1[C:20]1[CH:21]=[CH:22][C:17]([O:10][C:11]2[CH:16]=[CH:15][CH:14]=[CH:13][CH:12]=2)=[CH:18][CH:19]=1. (8) Given the reactants [O:1]1[CH:6]=[CH:5][O:4][CH:3]=[CH:2]1.C1(P(C2C=CC=CC=2)C2C=CC=CC=2)C=CC=CC=1.[Cl:26][C:27]1[C:35]([Cl:36])=[CH:34][C:30]2[N:31]=[CH:32][NH:33][C:29]=2[CH:28]=1.N(C(OCC)=O)=NC([O:41][CH2:42][CH3:43])=O, predict the reaction product. The product is: [Cl:36][C:35]1[C:27]([Cl:26])=[CH:28][C:29]2[N:33]([C@H:2]3[CH2:43][C@H:42]([OH:41])[C@@H:5]([CH2:6][OH:1])[O:4][CH2:3]3)[CH:32]=[N:31][C:30]=2[CH:34]=1.